Dataset: Kir2.1 potassium channel HTS with 301,493 compounds. Task: Binary Classification. Given a drug SMILES string, predict its activity (active/inactive) in a high-throughput screening assay against a specified biological target. (1) The compound is O(c1c(c2ccccc2)cccc1)CC(=O)N\N=C(\c1cccnc1)C. The result is 0 (inactive). (2) The compound is S(=O)(=O)(Nc1cc(cc(c1)C)C)c1cc(OC)c(F)cc1. The result is 0 (inactive). (3) The molecule is O(c1cc(CN(CC2CN(CCC2)CCc2ccc(OC)cc2)C)ccc1)C. The result is 1 (active).